From a dataset of Experimentally validated miRNA-target interactions with 360,000+ pairs, plus equal number of negative samples. Binary Classification. Given a miRNA mature sequence and a target amino acid sequence, predict their likelihood of interaction. Result: 0 (no interaction). The protein sequence of the target gene is MLGQQQQQQLYSSAALLTGERSRLLSCYVQDYLECVESLPHDMQRNVSVLRELDNKYQETLKEIDDVYEKYKKEDDSNQKKRLQQHLQRALINSQELGDEKIQIVTQMLELVENRARQMELHSQCFQDPAESERASDKSKMDSSQPERSSRRPRRQRTSESRDLCHMTNGIDDCDDQPPKEKRSKSAKKKKRSKAKQEREASPVEFAIDPNEPTYCLCNQVSYGEMIGCDNEQCPIEWFHFSCVSLTYKPKGKWYCPKCRGDNEKTMDKSTEKTKKERRAR. The miRNA is mmu-miR-669a-3-3p with sequence ACAUAACAUACACACACAUGUAU.